From a dataset of Full USPTO retrosynthesis dataset with 1.9M reactions from patents (1976-2016). Predict the reactants needed to synthesize the given product. (1) Given the product [Si:1]([O:18][CH:19]1[CH2:20][N:21]([C:23]2[S:24][CH:25]=[C:26]([C:28](=[O:30])[NH2:34])[N:27]=2)[CH2:22]1)([C:14]([CH3:15])([CH3:16])[CH3:17])([C:2]1[CH:7]=[CH:6][CH:5]=[CH:4][CH:3]=1)[C:8]1[CH:9]=[CH:10][CH:11]=[CH:12][CH:13]=1, predict the reactants needed to synthesize it. The reactants are: [Si:1]([O:18][CH:19]1[CH2:22][N:21]([C:23]2[S:24][CH:25]=[C:26]([C:28]([O:30]CC)=O)[N:27]=2)[CH2:20]1)([C:14]([CH3:17])([CH3:16])[CH3:15])([C:8]1[CH:13]=[CH:12][CH:11]=[CH:10][CH:9]=1)[C:2]1[CH:7]=[CH:6][CH:5]=[CH:4][CH:3]=1.[Cl-].[NH4+:34].C[Al](C)C.C(O)(=O)C.C(OCC)(=O)C. (2) Given the product [NH3:1].[CH2:37]([O:44][C:45]1[CH:46]=[CH:47][C:48]([C@@H:56]([O:59][Si:60]([C:63]([CH3:64])([CH3:66])[CH3:65])([CH3:62])[CH3:61])[CH2:57][NH:1][CH2:2][CH2:3][CH2:4][CH2:5][CH2:6][CH2:7][CH2:8][CH2:9][CH2:10][N:11]2[CH2:16][CH2:15][CH:14]([CH2:17][N:18]3[CH:22]=[N:21][C:20]([C:23]([OH:24])([C:25]4[CH:26]=[CH:27][CH:28]=[CH:29][CH:30]=4)[C:31]4[CH:32]=[CH:33][CH:34]=[CH:35][CH:36]=4)=[N:19]3)[CH2:13][CH2:12]2)=[C:49]2[C:54]=1[NH:53][C:52](=[O:55])[CH:51]=[CH:50]2)[C:38]1[CH:39]=[CH:40][CH:41]=[CH:42][CH:43]=1, predict the reactants needed to synthesize it. The reactants are: [NH2:1][CH2:2][CH2:3][CH2:4][CH2:5][CH2:6][CH2:7][CH2:8][CH2:9][CH2:10][N:11]1[CH2:16][CH2:15][CH:14]([CH2:17][N:18]2[CH:22]=[N:21][C:20]([C:23]([C:31]3[CH:36]=[CH:35][CH:34]=[CH:33][CH:32]=3)([C:25]3[CH:30]=[CH:29][CH:28]=[CH:27][CH:26]=3)[OH:24])=[N:19]2)[CH2:13][CH2:12]1.[CH2:37]([O:44][C:45]1[CH:46]=[CH:47][C:48]([C@@H:56]([O:59][Si:60]([C:63]([CH3:66])([CH3:65])[CH3:64])([CH3:62])[CH3:61])[CH2:57]Br)=[C:49]2[C:54]=1[NH:53][C:52](=[O:55])[CH:51]=[CH:50]2)[C:38]1[CH:43]=[CH:42][CH:41]=[CH:40][CH:39]=1.CS(C)=O.C(N(C(C)C)CC)(C)C. (3) Given the product [C:20]([O:24][C:25](=[O:51])[NH:26][C@H:27]1[CH2:32][CH2:31][CH2:30][N:29]([C:33]2[N:41]([C:42]3[CH:47]=[CH:46][CH:45]=[CH:44][CH:43]=3)[C:40]3[C:39](=[O:48])[N:38]([CH2:9][C:10]4[C:19]5[C:14](=[CH:15][CH:16]=[CH:17][CH:18]=5)[CH:13]=[CH:12][N:11]=4)[CH:37]=[N:36][C:35]=3[C:34]=2[C:49]#[N:50])[CH2:28]1)([CH3:23])([CH3:21])[CH3:22], predict the reactants needed to synthesize it. The reactants are: C(=O)([O-])[O-].[K+].[K+].Br.Br[CH2:9][C:10]1[C:19]2[C:14](=[CH:15][CH:16]=[CH:17][CH:18]=2)[CH:13]=[CH:12][N:11]=1.[C:20]([O:24][C:25](=[O:51])[NH:26][C@H:27]1[CH2:32][CH2:31][CH2:30][N:29]([C:33]2[N:41]([C:42]3[CH:47]=[CH:46][CH:45]=[CH:44][CH:43]=3)[C:40]3[C:39](=[O:48])[NH:38][CH:37]=[N:36][C:35]=3[C:34]=2[C:49]#[N:50])[CH2:28]1)([CH3:23])([CH3:22])[CH3:21]. (4) Given the product [C:43]([O:42][CH2:41][C@@H:15]([O:14][C:1](=[O:13])[CH2:2][CH2:3][CH2:4][CH2:5][CH2:6][CH2:7][CH2:8][CH2:9][CH2:10][CH2:11][CH3:12])[CH2:16][S:17][CH2:18][C@H:19]([NH:20][C:21]([O:22][CH2:23][CH:24]1[C:25]2[CH:26]=[CH:27][CH:28]=[CH:29][C:30]=2[C:31]2[C:36]1=[CH:35][CH:34]=[CH:33][CH:32]=2)=[O:37])[C:38]([NH:56][CH2:57][CH2:58][C:59]1[CH:60]=[CH:61][C:62]([O:63][CH2:64][CH2:65][CH2:66][P:67]([O:68][CH2:69][CH3:70])([O:71][CH2:72][CH3:73])=[O:74])=[CH:75][CH:76]=1)=[O:39])(=[O:55])[CH2:44][CH2:45][CH2:46][CH2:47][CH2:48][CH2:49][CH2:50][CH2:51][CH2:52][CH2:53][CH3:54], predict the reactants needed to synthesize it. The reactants are: [C:1]([O:14][C@H:15]([CH2:41][O:42][C:43](=[O:55])[CH2:44][CH2:45][CH2:46][CH2:47][CH2:48][CH2:49][CH2:50][CH2:51][CH2:52][CH2:53][CH3:54])[CH2:16][S:17][CH2:18][C@@H:19]([C:38](O)=[O:39])[NH:20][C:21](=[O:37])[O:22][CH2:23][CH:24]1[C:36]2[CH:35]=[CH:34][CH:33]=[CH:32][C:31]=2[C:30]2[C:25]1=[CH:26][CH:27]=[CH:28][CH:29]=2)(=[O:13])[CH2:2][CH2:3][CH2:4][CH2:5][CH2:6][CH2:7][CH2:8][CH2:9][CH2:10][CH2:11][CH3:12].[NH2:56][CH2:57][CH2:58][C:59]1[CH:76]=[CH:75][C:62]([O:63][CH2:64][CH2:65][CH2:66][P:67](=[O:74])([O:71][CH2:72][CH3:73])[O:68][CH2:69][CH3:70])=[CH:61][CH:60]=1.CCN(C(C)C)C(C)C.CN(C(ON1N=NC2C=CC=CC1=2)=[N+](C)C)C.F[P-](F)(F)(F)(F)F. (5) The reactants are: [Cl:1][C:2]1[CH:12]=[C:11]([Cl:13])[CH:10]=[CH:9][C:3]=1[O:4][CH2:5][C:6]([NH2:8])=[O:7].[N-:14]=[N+:15]=[N-:16].[Na+].Cl.C([N:21]([CH2:24][CH3:25])CC)C.Cl. Given the product [Cl:1][C:2]1[CH:12]=[C:11]([Cl:13])[CH:10]=[CH:9][C:3]=1[O:4][CH2:5][C:6]([NH:8][C:3]1[CH:2]=[CH:12][CH:11]=[C:25]([C:24]2[NH:21][N:16]=[N:15][N:14]=2)[CH:9]=1)=[O:7], predict the reactants needed to synthesize it. (6) Given the product [ClH:29].[ClH:29].[F:1][C:2]1[CH:28]=[CH:27][C:5]([O:6][C:7]2[CH:8]=[C:9]([N:13]3[CH2:18][C@@H:17]4[CH2:19][C@H:14]3[CH2:15][NH:16]4)[CH:10]=[N:11][CH:12]=2)=[CH:4][CH:3]=1, predict the reactants needed to synthesize it. The reactants are: [F:1][C:2]1[CH:28]=[CH:27][C:5]([O:6][C:7]2[CH:8]=[C:9]([N:13]3[CH2:18][C@@H:17]4[CH2:19][C@H:14]3[CH2:15][N:16]4C(OC(C)(C)C)=O)[CH:10]=[N:11][CH:12]=2)=[CH:4][CH:3]=1.[ClH:29]. (7) Given the product [OH:40][C:34]1[CH:35]=[CH:36][C:37]([CH3:39])=[CH:38][C:33]=1[C:28]1[C:27]([C:26]#[C:25][C:22]2[CH:21]=[CH:20][C:19]([NH:18][C:17]([CH:12]3[CH2:13][CH2:14][CH2:15][CH2:16][N:11]3[C:9](=[O:10])[C@@H:8]([NH2:7])[CH2:42][C:43]3[CH:44]=[CH:45][CH:46]=[CH:47][CH:48]=3)=[O:41])=[CH:24][CH:23]=2)=[CH:31][N:30]([CH3:32])[N:29]=1, predict the reactants needed to synthesize it. The reactants are: C(OC(=O)[NH:7][C@@H:8]([CH2:42][C:43]1[CH:48]=[CH:47][CH:46]=[CH:45][CH:44]=1)[C:9]([N:11]1[CH2:16][CH2:15][CH2:14][CH2:13][CH:12]1[C:17](=[O:41])[NH:18][C:19]1[CH:24]=[CH:23][C:22]([C:25]#[C:26][C:27]2[C:28]([C:33]3[CH:38]=[C:37]([CH3:39])[CH:36]=[CH:35][C:34]=3[OH:40])=[N:29][N:30]([CH3:32])[CH:31]=2)=[CH:21][CH:20]=1)=[O:10])(C)(C)C.Cl. (8) Given the product [CH2:1]([O:3][C:4]([N:6]1[CH2:11][CH2:10][N:9]([C:12](=[O:42])[C@@H:13]([NH:22][C:23]([C:25]2[CH:34]=[C:33]([O:35][C@H:36]([CH3:37])[C:38]([N:74]3[CH2:75][CH2:76][CH2:77][C@H:73]3[C:71](=[O:72])[NH:70][CH:66]3[CH2:67][CH2:68][CH2:69]3)=[O:40])[C:32]3[C:27](=[CH:28][C:29]([CH3:41])=[CH:30][CH:31]=3)[N:26]=2)=[O:24])[CH2:14][C:15]([O:17][C:18]([CH3:20])([CH3:19])[CH3:21])=[O:16])[CH2:8][CH2:7]1)=[O:5])[CH3:2], predict the reactants needed to synthesize it. The reactants are: [CH2:1]([O:3][C:4]([N:6]1[CH2:11][CH2:10][N:9]([C:12](=[O:42])[C@@H:13]([NH:22][C:23]([C:25]2[CH:34]=[C:33]([O:35][C@@H:36]([C:38]([OH:40])=O)[CH3:37])[C:32]3[C:27](=[CH:28][C:29]([CH3:41])=[CH:30][CH:31]=3)[N:26]=2)=[O:24])[CH2:14][C:15]([O:17][C:18]([CH3:21])([CH3:20])[CH3:19])=[O:16])[CH2:8][CH2:7]1)=[O:5])[CH3:2].C(Cl)CCl.FC1C(O)=C(F)C(F)=C(F)C=1F.FC(F)(F)C(O)=O.[CH:66]1([NH:70][C:71]([C@@H:73]2[CH2:77][CH2:76][CH2:75][NH:74]2)=[O:72])[CH2:69][CH2:68][CH2:67]1. (9) The reactants are: [CH2:1]([O:8][C:9]1[CH:14]=[CH:13][C:12]([C:15](=[O:25])[CH2:16][C:17]2[CH:22]=[CH:21][C:20]([O:23][CH3:24])=[CH:19][CH:18]=2)=[CH:11][CH:10]=1)[C:2]1[CH:7]=[CH:6][CH:5]=[CH:4][CH:3]=1.[CH2:26]([O:30][K])[CH:27]([CH3:29])[CH3:28].BrC(C)(C)C(C#N)=O. Given the product [CH2:1]([O:8][C:9]1[CH:14]=[CH:13][C:12]([C:15]2[O:25][C:27]([CH3:29])([CH3:28])[C:26](=[O:30])[C:16]=2[C:17]2[CH:18]=[CH:19][C:20]([O:23][CH3:24])=[CH:21][CH:22]=2)=[CH:11][CH:10]=1)[C:2]1[CH:3]=[CH:4][CH:5]=[CH:6][CH:7]=1, predict the reactants needed to synthesize it.